This data is from Reaction yield outcomes from USPTO patents with 853,638 reactions. The task is: Predict the reaction yield, written as a fraction of the theoretical maximum amount of product (1.0 means a 100% yield; for example, 0.34 means a 34% yield). (1) The catalyst is [N+](CCCC)(CCCC)(CCCC)CCCC.[I-].O.C(Cl)Cl. The reactants are [OH-].[Na+].[N+:3]([CH2:6][CH2:7][CH2:8][CH2:9][CH2:10][CH2:11][CH2:12][CH2:13][CH2:14][CH2:15][CH2:16][CH2:17][CH2:18][CH2:19][CH2:20][CH2:21][CH2:22][CH3:23])([O-:5])=[O:4].[C:24]([O:28][CH3:29])(=[O:27])[CH:25]=[CH2:26]. The product is [N+:3]([CH:6]([CH2:7][CH2:8][CH2:9][CH2:10][CH2:11][CH2:12][CH2:13][CH2:14][CH2:15][CH2:16][CH2:17][CH2:18][CH2:19][CH2:20][CH2:21][CH2:22][CH3:23])[CH2:26][CH2:25][C:24]([O:28][CH3:29])=[O:27])([O-:5])=[O:4]. The yield is 0.760. (2) The reactants are [CH2:1]([C@H:8]1[CH2:12][O:11][C:10](=[O:13])[N:9]1[C:14](=[O:26])[CH2:15][C:16]1[CH:21]=[CH:20][C:19]([S:22]([CH3:25])(=[O:24])=[O:23])=[CH:18][CH:17]=1)[C:2]1[CH:7]=[CH:6][CH:5]=[CH:4][CH:3]=1.Br[CH2:28][C:29]1[CH:34]=[CH:33][CH:32]=[CH:31][C:30]=1[CH3:35].C[Si]([N-][Si](C)(C)C)(C)C.[Na+]. The catalyst is C1COCC1. The product is [CH2:1]([C@H:8]1[CH2:12][O:11][C:10](=[O:13])[N:9]1[C:14](=[O:26])[C@@H:15]([C:16]1[CH:17]=[CH:18][C:19]([S:22]([CH3:25])(=[O:24])=[O:23])=[CH:20][CH:21]=1)[CH2:28][C:29]1[CH:34]=[CH:33][CH:32]=[CH:31][C:30]=1[CH3:35])[C:2]1[CH:7]=[CH:6][CH:5]=[CH:4][CH:3]=1.[CH2:1]([C@H:8]1[CH2:12][O:11][C:10](=[O:13])[N:9]1[C:14](=[O:26])[C@H:15]([C:16]1[CH:17]=[CH:18][C:19]([S:22]([CH3:25])(=[O:24])=[O:23])=[CH:20][CH:21]=1)[CH2:28][C:29]1[CH:34]=[CH:33][CH:32]=[CH:31][C:30]=1[CH3:35])[C:2]1[CH:7]=[CH:6][CH:5]=[CH:4][CH:3]=1. The yield is 0.0500. (3) The reactants are Cl[C:2]1[CH:7]=[C:6]([NH:8][C:9]2[CH:18]=[CH:17][CH:16]=[CH:15][C:10]=2[C:11]([NH:13][CH3:14])=[O:12])[C:5]([CH:19]2[CH2:21][CH2:20]2)=[CH:4][N:3]=1.[CH2:22]([N:24]1[C:28]([NH2:29])=[CH:27][C:26]([CH3:30])=[N:25]1)[CH3:23].C([O-])([O-])=O.[Cs+].[Cs+].CC1(C)C2C(=C(P(C3C=CC=CC=3)C3C=CC=CC=3)C=CC=2)OC2C(P(C3C=CC=CC=3)C3C=CC=CC=3)=CC=CC1=2. The catalyst is C1C=CC(/C=C/C(/C=C/C2C=CC=CC=2)=O)=CC=1.C1C=CC(/C=C/C(/C=C/C2C=CC=CC=2)=O)=CC=1.C1C=CC(/C=C/C(/C=C/C2C=CC=CC=2)=O)=CC=1.[Pd].[Pd].O1CCOCC1. The product is [CH:19]1([C:5]2[C:6]([NH:8][C:9]3[CH:18]=[CH:17][CH:16]=[CH:15][C:10]=3[C:11]([NH:13][CH3:14])=[O:12])=[CH:7][C:2]([NH:29][C:28]3[N:24]([CH2:22][CH3:23])[N:25]=[C:26]([CH3:30])[CH:27]=3)=[N:3][CH:4]=2)[CH2:21][CH2:20]1. The yield is 0.200. (4) The reactants are [BH4-].[Na+].[O:3]=[C:4]1[CH2:9][CH2:8][N:7]([C:10]([O:12][C:13]([CH3:16])([CH3:15])[CH3:14])=[O:11])[CH2:6][CH2:5]1. The catalyst is CO. The product is [OH:3][CH:4]1[CH2:5][CH2:6][N:7]([C:10]([O:12][C:13]([CH3:16])([CH3:15])[CH3:14])=[O:11])[CH2:8][CH2:9]1. The yield is 1.00. (5) The reactants are [CH2:1]=[CH:2][CH2:3][CH:4]([OH:6])C.[C:7](N1C=CN=C1)(N1C=CN=C1)=[O:8].Cl.[CH3:20][O:21][C:22](=[O:29])[C@H:23]([CH2:25][CH2:26][CH2:27][CH3:28])[NH2:24].[CH3:30]N(C=O)C. The catalyst is C(OCC)C. The product is [CH2:4]([O:6][C:7]([NH:24][C@H:23]([C:22]([O:21][CH3:20])=[O:29])[CH2:25][CH2:26][CH2:27][CH3:28])=[O:8])[CH2:3][CH2:2][CH:1]=[CH2:30]. The yield is 0.740. (6) The reactants are Br[C:2]1[C:7]([CH3:8])=[CH:6][CH:5]=[CH:4][N:3]=1.C([O-])([O-])=O.[K+].[K+].N#N.[C:17]([O:21][C:22]([C:24]1[CH:25]=[C:26](B(O)O)[CH:27]=[CH:28][CH:29]=1)=[O:23])([CH3:20])([CH3:19])[CH3:18].C(Cl)Cl.CS(O)(=O)=O.[OH-].[Na+]. The catalyst is C1(C)C=CC=CC=1.C1C=CC(P(C2C=CC=CC=2)[C-]2C=CC=C2)=CC=1.C1C=CC(P(C2C=CC=CC=2)[C-]2C=CC=C2)=CC=1.Cl[Pd]Cl.[Fe+2].O. The product is [C:17]([O:21][C:22](=[O:23])[C:24]1[CH:25]=[CH:26][CH:27]=[C:28]([C:2]2[C:7]([CH3:8])=[CH:6][CH:5]=[CH:4][N:3]=2)[CH:29]=1)([CH3:20])([CH3:18])[CH3:19]. The yield is 0.820. (7) The reactants are C([O:3][P:4]([C:9]([C:36]#[N:37])([CH3:35])[CH2:10][C:11]([CH3:34])=[CH:12][CH2:13][C:14]1[C:15]([O:27]CC[Si](C)(C)C)=[C:16]2[C:20](=[C:21]([CH3:25])[C:22]=1[O:23][CH3:24])[CH2:19][O:18][C:17]2=[O:26])(=[O:8])[O:5]CC)C.C[Si](Br)(C)C.N1C(C)=CC=CC=1C. The catalyst is CN(C=O)C.C(Cl)Cl. The product is [C:36]([C:9]([P:4](=[O:3])([OH:5])[OH:8])([CH3:35])[CH2:10][C:11]([CH3:34])=[CH:12][CH2:13][C:14]1[C:15]([OH:27])=[C:16]2[C:20](=[C:21]([CH3:25])[C:22]=1[O:23][CH3:24])[CH2:19][O:18][C:17]2=[O:26])#[N:37]. The yield is 0.330. (8) The reactants are Cl.[NH:2]1[CH2:6][CH2:5][CH:4]([NH:7][C:8]([C:10]2[C:18]3[C:13](=[N:14][CH:15]=[C:16]([C:19]4[CH:24]=[CH:23][C:22]([O:25][CH3:26])=[C:21]([O:27][CH3:28])[CH:20]=4)[N:17]=3)[NH:12][CH:11]=2)=[O:9])[CH2:3]1.[BH3-][C:30]#N.[Na+].C=O. The catalyst is CO.CC(O)=O. The product is [CH3:30][N:2]1[CH2:6][CH2:5][CH:4]([NH:7][C:8]([C:10]2[C:18]3[C:13](=[N:14][CH:15]=[C:16]([C:19]4[CH:24]=[CH:23][C:22]([O:25][CH3:26])=[C:21]([O:27][CH3:28])[CH:20]=4)[N:17]=3)[NH:12][CH:11]=2)=[O:9])[CH2:3]1. The yield is 1.00.